This data is from Catalyst prediction with 721,799 reactions and 888 catalyst types from USPTO. The task is: Predict which catalyst facilitates the given reaction. (1) Reactant: [H-].[Al+3].[Li+].[H-].[H-].[H-].[CH:7]1([C:10]2[CH:11]=[C:12]([CH:18]=[C:19]([O:27][CH2:28][CH3:29])[C:20]=2[N:21]2[CH2:26][CH2:25][CH2:24][CH2:23][CH2:22]2)[C:13](OCC)=[O:14])[CH2:9][CH2:8]1.O.O.O.O.O.O.O.O.O.O.S([O-])([O-])(=O)=O.[Na+].[Na+]. Product: [CH:7]1([C:10]2[CH:11]=[C:12]([CH2:13][OH:14])[CH:18]=[C:19]([O:27][CH2:28][CH3:29])[C:20]=2[N:21]2[CH2:26][CH2:25][CH2:24][CH2:23][CH2:22]2)[CH2:9][CH2:8]1. The catalyst class is: 1. (2) Reactant: [CH2:1]([C@@H:3]1[O:5][CH2:4]1)Cl.[C:6]([C:10]1[CH:15]=[CH:14][C:13]([OH:16])=[CH:12][CH:11]=1)([CH3:9])([CH3:8])[CH3:7].C(=O)([O-])[O-].[K+].[K+]. Product: [C:6]([C:10]1[CH:11]=[CH:12][C:13]([O:16][CH2:1][C@@H:3]2[CH2:4][O:5]2)=[CH:14][CH:15]=1)([CH3:9])([CH3:7])[CH3:8]. The catalyst class is: 21. (3) Reactant: [F:1][C:2]1([F:23])[CH2:7][N:6]([C:8]([O:10][CH2:11][C:12]2[CH:17]=[CH:16][CH:15]=[CH:14][CH:13]=2)=[O:9])[CH2:5][CH:4]([C:18]([O:20]CC)=[O:19])[CH2:3]1.C[Si](C)(C)[O-].[K+]. Product: [CH2:11]([O:10][C:8]([N:6]1[CH2:7][C:2]([F:1])([F:23])[CH2:3][CH:4]([C:18]([OH:20])=[O:19])[CH2:5]1)=[O:9])[C:12]1[CH:13]=[CH:14][CH:15]=[CH:16][CH:17]=1. The catalyst class is: 116. (4) Reactant: [Br:1][CH:2]1[CH:15]=[CH:14][C:13]2[C:4](=[C:5]3[C:10](=[CH:11][N:12]=2)[CH:9]=[CH:8][CH:7]=[CH:6]3)[C:3]1=O.P(Cl)(Cl)(Cl)(Cl)[Cl:18]. Product: [Br:1][C:2]1[CH:15]=[CH:14][C:13]2[C:4](=[C:5]3[C:10](=[C:11]([Cl:18])[N:12]=2)[CH:9]=[CH:8][CH:7]=[CH:6]3)[CH:3]=1. The catalyst class is: 265. (5) Reactant: [CH2:1]([O:3][C:4]([C:6]1[S:10][C:9]([C:11]2[CH:16]=[CH:15][C:14]([O:17]C)=[CH:13][CH:12]=2)=[N:8][C:7]=1[CH3:19])=[O:5])[CH3:2].B(Br)(Br)Br. Product: [CH2:1]([O:3][C:4]([C:6]1[S:10][C:9]([C:11]2[CH:12]=[CH:13][C:14]([OH:17])=[CH:15][CH:16]=2)=[N:8][C:7]=1[CH3:19])=[O:5])[CH3:2]. The catalyst class is: 4.